This data is from Merck oncology drug combination screen with 23,052 pairs across 39 cell lines. The task is: Regression. Given two drug SMILES strings and cell line genomic features, predict the synergy score measuring deviation from expected non-interaction effect. (1) Drug 1: CN(C)C(=N)N=C(N)N. Drug 2: CCc1cnn2c(NCc3ccc[n+]([O-])c3)cc(N3CCCCC3CCO)nc12. Cell line: T47D. Synergy scores: synergy=-6.44. (2) Drug 1: Nc1ccn(C2OC(CO)C(O)C2(F)F)c(=O)n1. Drug 2: NC(=O)c1cccc2cn(-c3ccc(C4CCCNC4)cc3)nc12. Cell line: ES2. Synergy scores: synergy=0.213.